From a dataset of Forward reaction prediction with 1.9M reactions from USPTO patents (1976-2016). Predict the product of the given reaction. (1) Given the reactants Br[CH2:2][CH2:3][CH2:4][CH2:5][CH2:6][CH2:7][CH2:8][CH2:9][CH2:10][CH2:11][CH2:12][Br:13].[Si]([O:21][C@H:22]([CH2:25][CH2:26][CH2:27][CH2:28][CH3:29])[C:23]#[CH:24])(C(C)(C)C)(C)C.O1CCCCC1OCCCC#C, predict the reaction product. The product is: [Br:13][CH2:12][CH2:11][CH2:10][CH2:9][CH2:8][CH2:7][CH2:6][CH2:5][CH2:4][CH2:3][CH2:2][C:24]#[C:23][C@H:22]([OH:21])[CH2:25][CH2:26][CH2:27][CH2:28][CH3:29]. (2) Given the reactants [CH2:1]([N:3]1[C:7]([C:8]([OH:10])=O)=[CH:6][C:5]([CH3:11])=[N:4]1)[CH3:2].S(Cl)(Cl)=O.[NH2:16][C:17]1[CH:18]=[C:19]([CH:32]=[CH:33][CH:34]=1)[C:20]([C:22]1[CH:30]=[C:29]2[C:25]([CH2:26][C:27](=[O:31])[NH:28]2)=[CH:24][CH:23]=1)=[O:21], predict the reaction product. The product is: [O:31]=[C:27]1[CH2:26][C:25]2[C:29](=[CH:30][C:22]([C:20]([C:19]3[CH:18]=[C:17]([NH:16][C:8]([C:7]4[N:3]([CH2:1][CH3:2])[N:4]=[C:5]([CH3:11])[CH:6]=4)=[O:10])[CH:34]=[CH:33][CH:32]=3)=[O:21])=[CH:23][CH:24]=2)[NH:28]1. (3) Given the reactants [C:1]([CH:4](OS(C1C=CC(C)=CC=1)(=O)=O)[C:5]1[CH:10]=[CH:9][CH:8]=[CH:7][CH:6]=1)(=[O:3])[NH2:2].[F:22][C:23]1[CH:28]=[C:27]([F:29])[CH:26]=[CH:25][C:24]=1[CH2:30][CH2:31][C@H:32]1[C:41]2[C:36](=[CH:37][C:38]([O:44][CH3:45])=[C:39]([O:42][CH3:43])[CH:40]=2)[CH2:35][CH2:34][NH:33]1, predict the reaction product. The product is: [F:22][C:23]1[CH:28]=[C:27]([F:29])[CH:26]=[CH:25][C:24]=1[CH2:30][CH2:31][C@H:32]1[C:41]2[C:36](=[CH:37][C:38]([O:44][CH3:45])=[C:39]([O:42][CH3:43])[CH:40]=2)[CH2:35][CH2:34][N:33]1[C@H:4]([C:5]1[CH:6]=[CH:7][CH:8]=[CH:9][CH:10]=1)[C:1]([NH2:2])=[O:3]. (4) The product is: [N+:1]([C:4]1[CH:12]=[C:8]([C:9]([O:11][CH2:21][CH3:22])=[O:10])[C:7]([OH:13])=[CH:6][CH:5]=1)([O-:3])=[O:2]. Given the reactants [N+:1]([C:4]1[CH:12]=[C:8]([C:9]([OH:11])=[O:10])[C:7]([OH:13])=[CH:6][CH:5]=1)([O-:3])=[O:2].S(=O)(=O)(O)O.[OH-].[Na+].[CH2:21](O)[CH3:22], predict the reaction product. (5) Given the reactants [Cl:1][C:2]1[CH:3]=[CH:4][C:5]([O:24][CH2:25][C:26]2[CH:31]=[CH:30][C:29]([F:32])=[CH:28][CH:27]=2)=[C:6]([C:8]2[N:9]([C:14]3[CH:15]=[C:16]([S:20]([NH2:23])(=[O:22])=[O:21])[CH:17]=[CH:18][CH:19]=3)[C:10]([CH3:13])=[CH:11][CH:12]=2)[CH:7]=1.[C:33](OC(=O)C)(=[O:35])[CH3:34].N1C=CC=CC=1.CN(C1C=CC=CN=1)C, predict the reaction product. The product is: [Cl:1][C:2]1[CH:3]=[CH:4][C:5]([O:24][CH2:25][C:26]2[CH:27]=[CH:28][C:29]([F:32])=[CH:30][CH:31]=2)=[C:6]([C:8]2[N:9]([C:14]3[CH:15]=[C:16]([S:20]([NH:23][C:33](=[O:35])[CH3:34])(=[O:21])=[O:22])[CH:17]=[CH:18][CH:19]=3)[C:10]([CH3:13])=[CH:11][CH:12]=2)[CH:7]=1. (6) Given the reactants [Br:1][C:2]1[CH:8]=[CH:7][C:5]([NH2:6])=[CH:4][CH:3]=1.N1C=CC=CC=1.[F:15][C:16]1[CH:24]=[CH:23][CH:22]=[C:21]([F:25])[C:17]=1[C:18](Cl)=[O:19], predict the reaction product. The product is: [Br:1][C:2]1[CH:8]=[CH:7][C:5]([NH:6][C:18](=[O:19])[C:17]2[C:16]([F:15])=[CH:24][CH:23]=[CH:22][C:21]=2[F:25])=[CH:4][CH:3]=1. (7) Given the reactants [CH3:1][C@H:2]1[N:7]2[C:8]3[C:9]([O:15][C:16]([F:19])([F:18])[F:17])=[CH:10][CH:11]=[CH:12][C:13]=3[CH:14]=[C:6]2[C:5](=O)[NH:4][CH2:3]1.[H-].[Al+3].[Li+].[H-].[H-].[H-].C(C(C(C([O-])=O)O)O)([O-])=O.[K+].[Na+], predict the reaction product. The product is: [CH3:1][C@H:2]1[N:7]2[C:8]3[C:9]([O:15][C:16]([F:19])([F:17])[F:18])=[CH:10][CH:11]=[CH:12][C:13]=3[CH:14]=[C:6]2[CH2:5][NH:4][CH2:3]1. (8) Given the reactants [Li]CCCC.CCCCC.[F:11][C:12]1[C:19](I)=[CH:18][CH:17]=[C:16]([O:21][CH2:22][CH3:23])[C:13]=1[C:14]#[N:15].[B:24]1([B:24]2[O:28][C:27]([CH3:30])([CH3:29])[C:26]([CH3:32])([CH3:31])[O:25]2)[O:28][C:27]([CH3:30])([CH3:29])[C:26]([CH3:32])([CH3:31])[O:25]1, predict the reaction product. The product is: [CH2:22]([O:21][C:16]1[C:13]([C:14]#[N:15])=[C:12]([F:11])[C:19]([B:24]2[O:28][C:27]([CH3:30])([CH3:29])[C:26]([CH3:32])([CH3:31])[O:25]2)=[CH:18][CH:17]=1)[CH3:23].